Dataset: Forward reaction prediction with 1.9M reactions from USPTO patents (1976-2016). Task: Predict the product of the given reaction. Given the reactants C[O:2][C:3](=O)[C@@H:4]([N:16]1[C:22](=[O:23])[CH2:21][CH2:20][N:19]([C:24]2[CH:29]=[CH:28][C:27]([Cl:30])=[C:26]([Cl:31])[CH:25]=2)[C@H:18]([CH3:32])[CH2:17]1)[CH2:5][CH2:6][N:7]1[CH2:14][CH2:13][C:10]2([CH2:12][CH2:11]2)[C@H:9]([OH:15])[CH2:8]1.[Li+].[BH4-], predict the reaction product. The product is: [Cl:31][C:26]1[CH:25]=[C:24]([N:19]2[CH2:20][CH2:21][C:22](=[O:23])[N:16]([C@H:4]([CH2:3][OH:2])[CH2:5][CH2:6][N:7]3[CH2:14][CH2:13][C:10]4([CH2:12][CH2:11]4)[C@H:9]([OH:15])[CH2:8]3)[CH2:17][C@H:18]2[CH3:32])[CH:29]=[CH:28][C:27]=1[Cl:30].